Task: Regression. Given two drug SMILES strings and cell line genomic features, predict the synergy score measuring deviation from expected non-interaction effect.. Dataset: NCI-60 drug combinations with 297,098 pairs across 59 cell lines (1) Drug 1: C1=CC(=CC=C1C#N)C(C2=CC=C(C=C2)C#N)N3C=NC=N3. Drug 2: CC1CCCC2(C(O2)CC(NC(=O)CC(C(C(=O)C(C1O)C)(C)C)O)C(=CC3=CSC(=N3)C)C)C. Cell line: T-47D. Synergy scores: CSS=42.2, Synergy_ZIP=10.7, Synergy_Bliss=11.9, Synergy_Loewe=-8.16, Synergy_HSA=8.74. (2) Drug 1: CC(C)NC(=O)C1=CC=C(C=C1)CNNC.Cl. Drug 2: C(CCl)NC(=O)N(CCCl)N=O. Cell line: MDA-MB-435. Synergy scores: CSS=-3.74, Synergy_ZIP=-2.05, Synergy_Bliss=-7.93, Synergy_Loewe=-10.2, Synergy_HSA=-10.0.